This data is from Forward reaction prediction with 1.9M reactions from USPTO patents (1976-2016). The task is: Predict the product of the given reaction. (1) Given the reactants C([NH:4][C:5]1[C:14]2[C:9](=[CH:10][CH:11]=[C:12](Cl)[CH:13]=2)[N:8]=[C:7]([NH:16][CH2:17][C:18]2[CH:23]=[C:22]([F:24])[CH:21]=[CH:20][C:19]=2[O:25][CH3:26])[CH:6]=1)C=C.[N:27]1[CH:32]=[CH:31][CH:30]=[C:29]([CH2:33][NH2:34])[CH:28]=1, predict the reaction product. The product is: [F:24][C:22]1[CH:21]=[CH:20][C:19]([O:25][CH3:26])=[C:18]([CH:23]=1)[CH2:17][NH:16][C:7]1[CH:6]=[C:5]([NH2:4])[C:14]2[C:9](=[CH:10][CH:11]=[C:12]([NH:34][CH2:33][C:29]3[CH:28]=[N:27][CH:32]=[CH:31][CH:30]=3)[CH:13]=2)[N:8]=1. (2) Given the reactants [CH3:1][N:2]([CH3:36])[C:3]([C:5]1[N:30]([CH:31]2[CH2:35][CH2:34][CH2:33][CH2:32]2)[C:8]2[N:9]=[C:10]([NH:13][C:14]3[CH:19]=[CH:18][C:17]([C:20]([N:22]4[CH2:28][CH:27]5[NH:29][CH:24]([CH2:25][CH2:26]5)[CH2:23]4)=[O:21])=[CH:16][N:15]=3)[N:11]=[CH:12][C:7]=2[CH:6]=1)=[O:4].[C:37]([NH:44][C@@H:45]([C:50](O)=[O:51])[CH2:46][CH2:47][S:48][CH3:49])([O:39][C:40]([CH3:43])([CH3:42])[CH3:41])=[O:38], predict the reaction product. The product is: [C:40]([O:39][C:37](=[O:38])[NH:44][C@@H:45]([C:50]([N:29]1[CH:24]2[CH2:25][CH2:26][CH:27]1[CH2:28][N:22]([C:20]([C:17]1[CH:16]=[N:15][C:14]([NH:13][C:10]3[N:11]=[CH:12][C:7]4[CH:6]=[C:5]([C:3](=[O:4])[N:2]([CH3:36])[CH3:1])[N:30]([CH:31]5[CH2:35][CH2:34][CH2:33][CH2:32]5)[C:8]=4[N:9]=3)=[CH:19][CH:18]=1)=[O:21])[CH2:23]2)=[O:51])[CH2:46][CH2:47][S:48][CH3:49])([CH3:43])([CH3:41])[CH3:42]. (3) Given the reactants [Cl:1][C:2]1[CH:7]=[CH:6][C:5]([C:8]2[C:9]([NH2:19])=[N:10][NH:11][C:12]=2[C:13]2[CH:18]=[CH:17][N:16]=[CH:15][CH:14]=2)=[CH:4][C:3]=1[O:20][CH3:21].Cl.[N:23]([O-])=O.[Na+].C(=O)([O-])[O-].[Na+].[Na+].[C:33]([CH:41]=P(C1C=CC=CC=1)(C1C=CC=CC=1)C1C=CC=CC=1)(=O)[C:34]1[CH:39]=[CH:38][CH:37]=[CH:36][CH:35]=1, predict the reaction product. The product is: [Cl:1][C:2]1[CH:7]=[CH:6][C:5]([C:8]2[C:12]([C:13]3[CH:14]=[CH:15][N:16]=[CH:17][CH:18]=3)=[N:11][N:10]3[C:33]([C:34]4[CH:39]=[CH:38][CH:37]=[CH:36][CH:35]=4)=[CH:41][N:23]=[N:19][C:9]=23)=[CH:4][C:3]=1[O:20][CH3:21]. (4) The product is: [CH:14]([C:7]1[CH:6]=[CH:5][CH:4]=[CH:3][C:2]=1[CH:1]=[CH2:8])=[CH2:15].[NH2:13][C:19]1[CH:20]=[CH:21][C:16]([CH3:14])=[CH:17][CH:18]=1.[CH:28]([OH:29])([CH3:27])[CH3:46].[CH:49]([OH:52])([CH3:50])[CH3:23].[CH3:14][N:13]([CH3:12])[C:23]1[CH:28]=[CH:27][CH:26]=[CH:25][CH:24]=1. Given the reactants [CH:1](=[C:8]([C:12]#[N:13])C([O-])=O)[C:2]1[CH:7]=[CH:6][CH:5]=[CH:4][CH:3]=1.[CH:14]([C:16]1[CH:21]=[CH:20][CH:19]=[CH:18][C:17]=1C)=[CH2:15].[C:23]1(=O)[O:29][CH2:28][CH2:27][CH2:26][CH2:25][CH2:24]1.O=P12OP3(OP(OP(O3)(O1)=O)(=O)O2)=O.O[CH2:46]CO[C:49](=[O:52])[CH:50]=C, predict the reaction product. (5) Given the reactants [F:1][C:2]1[CH:3]=[C:4]([CH:7]=[C:8]([F:10])[CH:9]=1)[CH2:5][NH2:6].[Br:11][C:12]1[S:16][C:15]([C:17](Cl)=[O:18])=[CH:14][CH:13]=1, predict the reaction product. The product is: [F:1][C:2]1[CH:3]=[C:4]([CH:7]=[C:8]([F:10])[CH:9]=1)[CH2:5][NH:6][C:17]([C:15]1[S:16][C:12]([Br:11])=[CH:13][CH:14]=1)=[O:18]. (6) The product is: [O:5]1[C:9]2[CH:10]=[CH:11][C:12]([NH:14][C:3]([NH2:2])=[S:4])=[CH:13][C:8]=2[O:7][CH2:6]1. Given the reactants [NH4+].[N:2]#[C:3][S-:4].[O:5]1[C:9]2[CH:10]=[CH:11][C:12]([NH2:14])=[CH:13][C:8]=2[O:7][CH2:6]1, predict the reaction product. (7) Given the reactants CSC.B.[O:5]=[C:6]1[N:10]([C@H:11]([C:13]2[CH:18]=[CH:17][CH:16]=[CH:15][CH:14]=2)[CH3:12])[CH2:9][C@@H:8]([C:19](O)=[O:20])[CH2:7]1, predict the reaction product. The product is: [OH:20][CH2:19][C@@H:8]1[CH2:9][N:10]([C@H:11]([C:13]2[CH:18]=[CH:17][CH:16]=[CH:15][CH:14]=2)[CH3:12])[C:6](=[O:5])[CH2:7]1.